This data is from Forward reaction prediction with 1.9M reactions from USPTO patents (1976-2016). The task is: Predict the product of the given reaction. (1) Given the reactants C(=O)([O-])[O-].[K+].[K+].COC(C1(C([O-])=O)CC1)=O.[Na+].C(Cl)(=O)C(Cl)=O.C[O:25][C:26]1[CH:27]=[C:28]2[C:33](=[CH:34][C:35]=1[O:36][CH3:37])[N:32]=[CH:31][CH:30]=[C:29]2[O:38][C:39]1[CH:40]=[CH:41][C:42]([NH:45]C(C2(C(NC3C=CC(F)=CC=3)=O)CC2)=O)=[CH:43][CH:44]=1, predict the reaction product. The product is: [NH2:45][C:42]1[CH:41]=[CH:40][C:39]([O:38][C:29]2[C:28]3[C:33](=[CH:34][C:35]([O:36][CH3:37])=[C:26]([OH:25])[CH:27]=3)[N:32]=[CH:31][CH:30]=2)=[CH:44][CH:43]=1. (2) Given the reactants [Cl:1][C:2]1[CH:7]=[CH:6][C:5]([C:8]2([OH:21])[CH2:13][CH2:12][N:11]([C:14]3[N:19]=[CH:18][NH:17][C:16](=[O:20])[N:15]=3)[CH2:10][CH2:9]2)=[CH:4][CH:3]=1.OC1(C2C=CC=CC=2)CCN(C2N=CNC(=O)N=2)CC1.CC1C=CC(S(O[CH2:53][C:54]2[S:55][C:56]([C:59]([F:62])([F:61])[F:60])=[CH:57][CH:58]=2)(=O)=O)=CC=1.C(=O)([O-])[O-].[K+].[K+], predict the reaction product. The product is: [Cl:1][C:2]1[CH:7]=[CH:6][C:5]([C:8]2([OH:21])[CH2:13][CH2:12][N:11]([C:14]3[N:19]=[CH:18][N:17]([CH2:53][C:54]4[S:55][C:56]([C:59]([F:62])([F:61])[F:60])=[CH:57][CH:58]=4)[C:16](=[O:20])[N:15]=3)[CH2:10][CH2:9]2)=[CH:4][CH:3]=1. (3) Given the reactants [F:1][C:2]1[CH:11]=[CH:10][C:5]([CH2:6][N:7]=[C:8]=[O:9])=[CH:4][CH:3]=1.[NH2:12][C:13]1[C:14]2[S:25][C:24]([C:26]([O:28][CH3:29])=[O:27])=[CH:23][C:15]=2[N:16]([C:18]([O:20][CH2:21][CH3:22])=[O:19])[N:17]=1, predict the reaction product. The product is: [F:1][C:2]1[CH:3]=[CH:4][C:5]([CH2:6][NH:7][C:8]([NH:12][C:13]2[C:14]3[S:25][C:24]([C:26]([O:28][CH3:29])=[O:27])=[CH:23][C:15]=3[N:16]([C:18]([O:20][CH2:21][CH3:22])=[O:19])[N:17]=2)=[O:9])=[CH:10][CH:11]=1. (4) Given the reactants Br[C:2]1[N:7]=[C:6]([C:8]2[N:12]3[CH:13]=[CH:14][C:15]([C:17]([F:20])([CH3:19])[CH3:18])=[N:16][C:11]3=[N:10][CH:9]=2)[CH:5]=[CH:4][CH:3]=1.CC1(C)C(C)(C)OB([C:29]2[CH:36]=[CH:35][CH:34]=[CH:33][C:30]=2[C:31]#[N:32])O1, predict the reaction product. The product is: [F:20][C:17]([C:15]1[CH:14]=[CH:13][N:12]2[C:8]([C:6]3[N:7]=[C:2]([C:29]4[CH:36]=[CH:35][CH:34]=[CH:33][C:30]=4[C:31]#[N:32])[CH:3]=[CH:4][CH:5]=3)=[CH:9][N:10]=[C:11]2[N:16]=1)([CH3:19])[CH3:18]. (5) Given the reactants [OH-].[K+].C([O:5][C:6](=[O:26])[CH2:7][CH2:8][CH2:9][CH2:10][C:11]1([C:18]2[CH:23]=[CH:22][CH:21]=[C:20]([O:24][CH3:25])[CH:19]=2)[CH2:16][CH2:15][CH2:14][CH2:13][C:12]1=[O:17])C, predict the reaction product. The product is: [CH3:25][O:24][C:20]1[CH:19]=[C:18]([C:11]2([CH2:10][CH2:9][CH2:8][CH2:7][C:6]([OH:26])=[O:5])[CH2:16][CH2:15][CH2:14][CH2:13][C:12]2=[O:17])[CH:23]=[CH:22][CH:21]=1.